From a dataset of Forward reaction prediction with 1.9M reactions from USPTO patents (1976-2016). Predict the product of the given reaction. (1) The product is: [Br:29][C:25]1[CH:26]=[C:27]([CH3:28])[C:22]([N:11]2[C:8]3=[N:9][C:10]4[C:2]([Cl:1])=[CH:3][CH:4]=[C:5]([CH:16]([CH2:19][CH3:20])[CH2:17][CH3:18])[C:6]=4[N:7]3[CH2:15][CH2:14][CH2:13][CH2:12]2)=[N:23][CH:24]=1.[Br:21][C:22]1[N:23]=[CH:24][C:25]([N:11]2[C:8]3=[N:9][C:10]4[C:2]([Cl:1])=[CH:3][CH:4]=[C:5]([CH:16]([CH2:19][CH3:20])[CH2:17][CH3:18])[C:6]=4[N:7]3[CH2:15][CH2:14][CH2:13][CH2:12]2)=[CH:26][C:27]=1[CH3:28]. Given the reactants [Cl:1][C:2]1[C:10]2[N:9]=[C:8]3[NH:11][CH2:12][CH2:13][CH2:14][CH2:15][N:7]3[C:6]=2[C:5]([CH:16]([CH2:19][CH3:20])[CH2:17][CH3:18])=[CH:4][CH:3]=1.[Br:21][C:22]1[C:27]([CH3:28])=[CH:26][C:25]([Br:29])=[CH:24][N:23]=1.N1C=CC=CC=1C1C=CC=CN=1.C(=O)([O-])[O-].[Cs+].[Cs+], predict the reaction product. (2) Given the reactants [F:1][C:2]1([CH2:22][CH2:23][CH:24]2[C:32]3[C:27](=[CH:28][CH:29]=[CH:30][CH:31]=3)[C:26]3=[CH:33][N:34]=[CH:35][N:25]23)[CH2:7][CH2:6][N:5]([C:8](=[O:21])[C@@H:9]([NH:13]C(=O)OC(C)(C)C)[CH:10]([CH3:12])[CH3:11])[CH2:4][CH2:3]1.C(O)(C(F)(F)F)=O.C([O-])(O)=O.[Na+].CCO, predict the reaction product. The product is: [NH2:13][C@@H:9]([CH:10]([CH3:12])[CH3:11])[C:8]([N:5]1[CH2:4][CH2:3][C:2]([F:1])([CH2:22][CH2:23][CH:24]2[C:32]3[C:27](=[CH:28][CH:29]=[CH:30][CH:31]=3)[C:26]3=[CH:33][N:34]=[CH:35][N:25]23)[CH2:7][CH2:6]1)=[O:21]. (3) Given the reactants [C:1]([O:5][C:6]([N:8]1[CH2:13][CH2:12][CH:11]([CH2:14]O)[CH2:10][CH2:9]1)=[O:7])([CH3:4])([CH3:3])[CH3:2].O.C(=O)([O-])O.[Na+].C(OCC)(=O)C.COCCN(S(F)(F)[F:38])CCOC, predict the reaction product. The product is: [C:1]([O:5][C:6]([N:8]1[CH2:13][CH2:12][CH:11]([CH2:14][F:38])[CH2:10][CH2:9]1)=[O:7])([CH3:4])([CH3:3])[CH3:2].